This data is from Forward reaction prediction with 1.9M reactions from USPTO patents (1976-2016). The task is: Predict the product of the given reaction. (1) Given the reactants I[C:2]1[CH:9]=[CH:8][C:5]([C:6]#[N:7])=[C:4]([C:10]([F:13])([F:12])[F:11])[CH:3]=1.[CH:14]12[CH2:20][CH:17]([CH:18]=[CH:19]1)[C:16](=[O:21])[NH:15]2.CNCCNC.P([O-])([O-])([O-])=O.[K+].[K+].[K+], predict the reaction product. The product is: [O:21]=[C:16]1[CH:17]2[CH2:20][CH:14]([CH:19]=[CH:18]2)[N:15]1[C:2]1[CH:9]=[CH:8][C:5]([C:6]#[N:7])=[C:4]([C:10]([F:13])([F:12])[F:11])[CH:3]=1. (2) Given the reactants CON(C)[C:4]([CH:6]1[CH2:11][CH2:10][CH:9]([C:12]2[CH:17]=[CH:16][CH:15]=[CH:14][CH:13]=2)[CH2:8][CH2:7]1)=[O:5].[H-].[Li+].[Al+3].[H-].[H-].[H-].[Cl-].[NH4+], predict the reaction product. The product is: [C:12]1([CH:9]2[CH2:10][CH2:11][CH:6]([CH:4]=[O:5])[CH2:7][CH2:8]2)[CH:17]=[CH:16][CH:15]=[CH:14][CH:13]=1. (3) Given the reactants C[O:2][C:3]([C:5]1[C:10]([Cl:11])=[N:9][C:8]([O:12][CH3:13])=[C:7]([Cl:14])[N:6]=1)=[O:4].[OH-].[Na+].Cl, predict the reaction product. The product is: [Cl:11][C:10]1[C:5]([C:3]([OH:4])=[O:2])=[N:6][C:7]([Cl:14])=[C:8]([O:12][CH3:13])[N:9]=1. (4) Given the reactants [CH3:1][S:2]([C:5]1[CH:10]=[CH:9][C:8]([C:11]2[C:12]3[N:13]([N:17]=[C:18]([NH2:20])[N:19]=3)[CH:14]=[CH:15][CH:16]=2)=[CH:7][CH:6]=1)(=[O:4])=[O:3].Br[C:22]1[CH:27]=[CH:26][C:25]([N:28]2[CH2:33][CH2:32][CH:31]([N:34]3[CH2:39][CH2:38][O:37][CH2:36][CH2:35]3)[CH2:30][CH2:29]2)=[CH:24][CH:23]=1.C1(P(C2CCCCC2)C2C=CC=CC=2C2C=CC=CC=2P(C2CCCCC2)C2CCCCC2)CCCCC1, predict the reaction product. The product is: [CH3:1][S:2]([C:5]1[CH:10]=[CH:9][C:8]([C:11]2[C:12]3[N:13]([N:17]=[C:18]([NH:20][C:22]4[CH:27]=[CH:26][C:25]([N:28]5[CH2:29][CH2:30][CH:31]([N:34]6[CH2:35][CH2:36][O:37][CH2:38][CH2:39]6)[CH2:32][CH2:33]5)=[CH:24][CH:23]=4)[N:19]=3)[CH:14]=[CH:15][CH:16]=2)=[CH:7][CH:6]=1)(=[O:3])=[O:4]. (5) Given the reactants [N+:1]([C:4]1[CH:5]=[C:6]2[C:11](=[CH:12][CH:13]=1)[N:10]=[CH:9][NH:8][C:7]2=O)([O-])=O.P(Cl)(Cl)(Cl)(Cl)Cl.CCCCCC.[Cl:27][C:28]1[CH:29]=[C:30]([CH:32]=[CH:33][C:34]=1[F:35])[NH2:31], predict the reaction product. The product is: [Cl:27][C:28]1[CH:29]=[C:30]([NH:31][C:7]2[C:6]3[C:11](=[CH:12][CH:13]=[C:4]([NH2:1])[CH:5]=3)[N:10]=[CH:9][N:8]=2)[CH:32]=[CH:33][C:34]=1[F:35]. (6) Given the reactants [C:1]([O:5][C:6](=[O:27])[NH:7][C:8]1([CH3:26])[CH2:13][CH2:12][CH2:11][N:10]([C:14]2[C:19]([N+:20]([O-])=O)=[CH:18][N:17]=[C:16]3[CH2:23][CH2:24][CH2:25][C:15]=23)[CH2:9]1)([CH3:4])([CH3:3])[CH3:2].CC(O)=O, predict the reaction product. The product is: [C:1]([O:5][C:6](=[O:27])[NH:7][C:8]1([CH3:26])[CH2:13][CH2:12][CH2:11][N:10]([C:14]2[C:19]([NH2:20])=[CH:18][N:17]=[C:16]3[CH2:23][CH2:24][CH2:25][C:15]=23)[CH2:9]1)([CH3:4])([CH3:2])[CH3:3]. (7) Given the reactants [OH:1][CH2:2][C:3]1[CH:4]=[C:5]([OH:12])[CH:6]=[C:7]([CH:9]([CH3:11])[CH3:10])[CH:8]=1.C1C=C[NH+]=CC=1.[O-][Cr](Cl)(=O)=O.CCOCC, predict the reaction product. The product is: [OH:12][C:5]1[CH:4]=[C:3]([CH:8]=[C:7]([CH:9]([CH3:11])[CH3:10])[CH:6]=1)[CH:2]=[O:1].